This data is from Forward reaction prediction with 1.9M reactions from USPTO patents (1976-2016). The task is: Predict the product of the given reaction. (1) Given the reactants [F:1][C:2]1[CH:9]=[CH:8][CH:7]=[C:4]([CH:5]=O)[C:3]=1[OH:10].CC1(C)O[C:17](=[O:18])[CH2:16][C:14](=[O:15])[O:13]1, predict the reaction product. The product is: [F:1][C:2]1[CH:9]=[CH:8][CH:7]=[C:4]2[C:3]=1[O:10][C:17](=[O:18])[C:16]([C:14]([OH:15])=[O:13])=[CH:5]2. (2) Given the reactants NC1C=CC(OC2C=C3C(=CC=2)OC(C2C=CC=CC=2)CC3)=NC=1.[CH3:25][O:26][C:27]1[CH:28]=[C:29]([CH:33]2[CH2:42][CH:41]([OH:43])[C:40]3[C:35](=[CH:36][CH:37]=[C:38]([O:44][C:45]4[CH:50]=[CH:49][C:48]([N+:51]([O-])=O)=[CH:47][N:46]=4)[CH:39]=3)[O:34]2)[CH:30]=[CH:31][CH:32]=1, predict the reaction product. The product is: [NH2:51][C:48]1[CH:49]=[CH:50][C:45]([O:44][C:38]2[CH:39]=[C:40]3[C:35](=[CH:36][CH:37]=2)[O:34][CH:33]([C:29]2[CH:30]=[CH:31][CH:32]=[C:27]([O:26][CH3:25])[CH:28]=2)[CH2:42][CH:41]3[OH:43])=[N:46][CH:47]=1. (3) Given the reactants Br[C:2]1[C:11]([N:12]2[C:21]3[C:16](=[CH:17][C:18]([F:22])=[CH:19][CH:20]=3)[CH2:15][CH2:14][CH2:13]2)=[N:10][C:9]2[C:4](=[CH:5][CH:6]=[C:7]([C:23]([O:25][CH3:26])=[O:24])[CH:8]=2)[N:3]=1.[CH3:27][C:28]1[NH:29][C:30]2[C:35]([CH:36]=1)=[CH:34][C:33](B1OC(C)(C)C(C)(C)O1)=[CH:32][CH:31]=2.C(=O)([O-])[O-].[Na+].[Na+].O, predict the reaction product. The product is: [F:22][C:18]1[CH:17]=[C:16]2[C:21](=[CH:20][CH:19]=1)[N:12]([C:11]1[C:2]([C:33]3[CH:34]=[C:35]4[C:30](=[CH:31][CH:32]=3)[NH:29][C:28]([CH3:27])=[CH:36]4)=[N:3][C:4]3[C:9]([N:10]=1)=[CH:8][C:7]([C:23]([O:25][CH3:26])=[O:24])=[CH:6][CH:5]=3)[CH2:13][CH2:14][CH2:15]2. (4) Given the reactants [C:1]([N:4]1[C:13]2[C:8](=[CH:9][C:10]([NH2:14])=[CH:11][CH:12]=2)[C:7]([C:16]2[CH:21]=[CH:20][CH:19]=[CH:18][CH:17]=2)([CH3:15])[CH2:6][C:5]1([CH3:23])[CH3:22])(=[O:3])[CH3:2].[CH3:24][C:25]([O:28][C:29](O[C:29]([O:28][C:25]([CH3:27])([CH3:26])[CH3:24])=[O:30])=[O:30])([CH3:27])[CH3:26].C(N(CC)C(C)C)(C)C, predict the reaction product. The product is: [C:1]([N:4]1[C:13]2[C:8](=[CH:9][C:10]([NH:14][C:29]([O:28][C:25]([CH3:27])([CH3:26])[CH3:24])=[O:30])=[CH:11][CH:12]=2)[C:7]([C:16]2[CH:21]=[CH:20][CH:19]=[CH:18][CH:17]=2)([CH3:15])[CH2:6][C:5]1([CH3:23])[CH3:22])(=[O:3])[CH3:2].